Dataset: Forward reaction prediction with 1.9M reactions from USPTO patents (1976-2016). Task: Predict the product of the given reaction. (1) The product is: [CH2:1]([C:3]([C:22]1[CH:27]=[CH:26][C:25]([O:28][CH2:45][C@H:46]2[O:50][C:49](=[O:51])[CH2:48][CH2:47]2)=[C:24]([CH3:29])[CH:23]=1)([C:6]1[CH:11]=[CH:10][C:9](/[C:12](/[CH3:20])=[CH:13]/[C:14]([CH2:15][CH3:16])([OH:17])[CH2:18][CH3:19])=[C:8]([CH3:21])[CH:7]=1)[CH2:4][CH3:5])[CH3:2]. Given the reactants [CH2:1]([C:3]([C:22]1[CH:27]=[CH:26][C:25]([OH:28])=[C:24]([CH3:29])[CH:23]=1)([C:6]1[CH:11]=[CH:10][C:9](/[C:12](/[CH3:20])=[CH:13]/[C:14]([CH2:18][CH3:19])([OH:17])[CH2:15][CH3:16])=[C:8]([CH3:21])[CH:7]=1)[CH2:4][CH3:5])[CH3:2].C([O-])([O-])=O.[K+].[K+].C1(C)C(S([CH2:45][C@H:46]2[O:50][C:49](=[O:51])[CH2:48][CH2:47]2)(=O)=O)=CC=CC=1.C([O-])(O)=O.[Na+], predict the reaction product. (2) Given the reactants [C:1]1([OH:7])[CH:6]=[CH:5][CH:4]=[CH:3][CH:2]=1.[C-]#N.[C:10]([OH:13])(=[O:12])C, predict the reaction product. The product is: [C:10](=[O:13])=[O:12].[C:1]1([OH:7])[CH:6]=[CH:5][CH:4]=[CH:3][CH:2]=1.